This data is from Catalyst prediction with 721,799 reactions and 888 catalyst types from USPTO. The task is: Predict which catalyst facilitates the given reaction. (1) The catalyst class is: 8. Product: [CH:1]1([CH:7]([NH:19][C:20]2[CH:21]=[CH:22][C:23]([C:26]([N:28]([CH3:36])[CH2:29][CH2:30][C:31]([OH:33])=[O:32])=[O:27])=[CH:24][CH:25]=2)[C:8]2[O:9][C:10]3[CH:17]=[C:16]([F:18])[CH:15]=[CH:14][C:11]=3[C:12]=2[CH3:13])[CH2:6][CH2:5][CH2:4][CH2:3][CH2:2]1. Reactant: [CH:1]1([CH:7]([NH:19][C:20]2[CH:25]=[CH:24][C:23]([C:26]([N:28]([CH3:36])[CH2:29][CH2:30][C:31]([O:33]CC)=[O:32])=[O:27])=[CH:22][CH:21]=2)[C:8]2[O:9][C:10]3[CH:17]=[C:16]([F:18])[CH:15]=[CH:14][C:11]=3[C:12]=2[CH3:13])[CH2:6][CH2:5][CH2:4][CH2:3][CH2:2]1.O1CCCC1.[OH-].[Na+]. (2) Reactant: CO.C([O:10][C:11]1[C:12]([CH3:33])=[C:13]([CH3:32])[C:14]([NH:18][C:19](=[O:31])[CH2:20][CH2:21][CH2:22][CH2:23][CH2:24][CH2:25][CH2:26][CH2:27][CH2:28][CH2:29][CH3:30])=[N:15][C:16]=1[CH3:17])C1C=CC=CC=1. Product: [OH:10][C:11]1[C:12]([CH3:33])=[C:13]([CH3:32])[C:14]([NH:18][C:19](=[O:31])[CH2:20][CH2:21][CH2:22][CH2:23][CH2:24][CH2:25][CH2:26][CH2:27][CH2:28][CH2:29][CH3:30])=[N:15][C:16]=1[CH3:17]. The catalyst class is: 45. (3) Reactant: [H-].[H-].[H-].[H-].[Li+].[Al+3].C([O:9][C:10]([C:12]1[N:13]([CH:17]2[C:26]3[C:21](=[CH:22][CH:23]=[CH:24][CH:25]=3)[NH:20][C:19](=[O:27])[C:18]2([CH3:29])[CH3:28])[CH:14]=[N:15][CH:16]=1)=O)C. Product: [OH:9][CH2:10][C:12]1[N:13]([CH:17]2[C:26]3[C:21](=[CH:22][CH:23]=[CH:24][CH:25]=3)[NH:20][C:19](=[O:27])[C:18]2([CH3:29])[CH3:28])[CH:14]=[N:15][CH:16]=1. The catalyst class is: 1. (4) Reactant: [Br:1][C:2]1[CH:7]=[CH:6][C:5]([SH:8])=[CH:4][CH:3]=1.C(=O)([O-])[O-].[K+].[K+].[CH2:15]([O:17][CH:18]([O:21][CH2:22][CH3:23])[CH2:19]Br)[CH3:16]. Product: [Br:1][C:2]1[CH:7]=[CH:6][C:5]([S:8][CH2:19][CH:18]([O:21][CH2:22][CH3:23])[O:17][CH2:15][CH3:16])=[CH:4][CH:3]=1. The catalyst class is: 18. (5) Reactant: C([NH:3][C:4]1[S:5][CH:6]=[C:7]([CH2:9][C:10]([N:12]2[C:20]3[C:15](=[CH:16][C:17]([NH:21][C:22]([C:24]4[C:25]([C:30]5[CH:35]=[CH:34][C:33]([C:36]([F:39])([F:38])[F:37])=[CH:32][CH:31]=5)=[CH:26][CH:27]=[CH:28][CH:29]=4)=[O:23])=[CH:18][CH:19]=3)[CH2:14][CH2:13]2)=[O:11])[N:8]=1)=O.Cl.C(OCC)(=O)C.C(=O)([O-])[O-].[K+].[K+]. Product: [NH2:3][C:4]1[S:5][CH:6]=[C:7]([CH2:9][C:10]([N:12]2[C:20]3[C:15](=[CH:16][C:17]([NH:21][C:22]([C:24]4[C:25]([C:30]5[CH:31]=[CH:32][C:33]([C:36]([F:38])([F:39])[F:37])=[CH:34][CH:35]=5)=[CH:26][CH:27]=[CH:28][CH:29]=4)=[O:23])=[CH:18][CH:19]=3)[CH2:14][CH2:13]2)=[O:11])[N:8]=1. The catalyst class is: 24. (6) Reactant: [NH2:1][C:2]1[N:3]=[N:4][C:5]([C:14]2[CH:15]=[CH:16][C:17]([N:20](C)[C:21](=O)[O-])=[N:18][CH:19]=2)=[C:6]([C:8]2[CH:13]=[CH:12][CH:11]=[CH:10][CH:9]=2)[N:7]=1.FC(F)(F)C(O)=O. Product: [CH3:21][NH:20][C:17]1[N:18]=[CH:19][C:14]([C:5]2[N:4]=[N:3][C:2]([NH2:1])=[N:7][C:6]=2[C:8]2[CH:9]=[CH:10][CH:11]=[CH:12][CH:13]=2)=[CH:15][CH:16]=1. The catalyst class is: 4. (7) Reactant: [NH:1]1[C:5]2[CH:6]=[CH:7][CH:8]=[CH:9][C:4]=2[N:3]=[C:2]1[C:10]([N:12]1[CH2:15][CH:14]([C:16]2[C:21](Cl)=[N:20][CH:19]=[CH:18][N:17]=2)[CH2:13]1)=[O:11].[NH:23]1[CH2:28][CH2:27][CH:26]([OH:29])[CH2:25][CH2:24]1.C(N(CC)CC)C.CS(C)=O. Product: [NH:1]1[C:5]2[CH:6]=[CH:7][CH:8]=[CH:9][C:4]=2[N:3]=[C:2]1[C:10]([N:12]1[CH2:15][CH:14]([C:16]2[C:21]([N:23]3[CH2:28][CH2:27][CH:26]([OH:29])[CH2:25][CH2:24]3)=[N:20][CH:19]=[CH:18][N:17]=2)[CH2:13]1)=[O:11]. The catalyst class is: 6. (8) Reactant: [F:1][C:2]([F:18])([F:17])[C:3]1[CH:4]=[C:5]([N:9]2[CH2:14][CH2:13][N:12]([C:15]#[N:16])[CH2:11][CH2:10]2)[CH:6]=[CH:7][CH:8]=1.Cl.[NH2:20][OH:21].C(N(CC)CC)C. Product: [OH:21][N:20]=[C:15]([N:12]1[CH2:11][CH2:10][N:9]([C:5]2[CH:6]=[CH:7][CH:8]=[C:3]([C:2]([F:18])([F:1])[F:17])[CH:4]=2)[CH2:14][CH2:13]1)[NH2:16]. The catalyst class is: 8.